This data is from CYP1A2 inhibition data for predicting drug metabolism from PubChem BioAssay. The task is: Regression/Classification. Given a drug SMILES string, predict its absorption, distribution, metabolism, or excretion properties. Task type varies by dataset: regression for continuous measurements (e.g., permeability, clearance, half-life) or binary classification for categorical outcomes (e.g., BBB penetration, CYP inhibition). Dataset: cyp1a2_veith. (1) The molecule is ON(CCc1ccncc1)Cc1ccccc1. The result is 1 (inhibitor). (2) The drug is CS(=O)(=O)Nc1ccc(C(=O)N2CCN(c3ccccc3)CC2)cc1. The result is 0 (non-inhibitor).